This data is from Forward reaction prediction with 1.9M reactions from USPTO patents (1976-2016). The task is: Predict the product of the given reaction. (1) Given the reactants [NH:1]1[C:9]2[C:4](=[CH:5][CH:6]=[CH:7][CH:8]=2)[C:3]([C:10]([O:12][CH3:13])=[O:11])=[N:2]1.C(=O)([O-])[O-].[Cs+].[Cs+].Cl[CH2:21][C:22]1[CH:27]=[CH:26][C:25]([O:28][CH3:29])=[CH:24][CH:23]=1, predict the reaction product. The product is: [CH3:29][O:28][C:25]1[CH:26]=[CH:27][C:22]([CH2:21][N:1]2[C:9]3[C:4](=[CH:5][CH:6]=[CH:7][CH:8]=3)[C:3]([C:10]([O:12][CH3:13])=[O:11])=[N:2]2)=[CH:23][CH:24]=1. (2) The product is: [CH3:38][C:37]([CH3:40])([CH3:39])[C:36]([O:42][CH2:43][O:6][C:5](=[O:7])[C:4]1[CH:8]=[CH:9][CH:10]=[C:11]([CH2:12][CH:13]([NH:27][C:28](=[O:35])[CH2:29][NH:30][C:31]([O:33][CH3:34])=[O:32])[B:14]2[O:22][CH:21]3[C:16]([CH3:26])([CH:17]4[CH2:23][CH:19]([CH2:20]3)[C:18]4([CH3:25])[CH3:24])[O:15]2)[C:3]=1[O:2][CH3:1])=[O:41]. Given the reactants [CH3:1][O:2][C:3]1[C:11]([CH2:12][CH:13]([NH:27][C:28](=[O:35])[CH2:29][NH:30][C:31]([O:33][CH3:34])=[O:32])[B:14]2[O:22][CH:21]3[C:16]([CH3:26])([CH:17]4[CH2:23][CH:19]([CH2:20]3)[C:18]4([CH3:25])[CH3:24])[O:15]2)=[CH:10][CH:9]=[CH:8][C:4]=1[C:5]([OH:7])=[O:6].[C:36]([O:42][CH2:43]Cl)(=[O:41])[C:37]([CH3:40])([CH3:39])[CH3:38], predict the reaction product.